This data is from Forward reaction prediction with 1.9M reactions from USPTO patents (1976-2016). The task is: Predict the product of the given reaction. The product is: [N:8]1([C:6]([O:5][C:1]([CH3:4])([CH3:2])[CH3:3])=[O:7])[CH2:12][CH2:11][CH2:10][CH:9]1[C:13]([O:15][C:29]1([CH2:27][CH3:28])[CH2:33][CH2:32][CH2:31][CH2:30]1)=[O:14]. Given the reactants [C:1]([O:5][C:6]([N:8]1[CH2:12][CH2:11][CH2:10][CH:9]1[C:13]([OH:15])=[O:14])=[O:7])([CH3:4])([CH3:3])[CH3:2].CCN=C=NCCCN(C)C.[CH2:27]([C:29]1(O)[CH2:33][CH2:32][CH2:31][CH2:30]1)[CH3:28], predict the reaction product.